Dataset: Reaction yield outcomes from USPTO patents with 853,638 reactions. Task: Predict the reaction yield, written as a fraction of the theoretical maximum amount of product (1.0 means a 100% yield; for example, 0.34 means a 34% yield). (1) The reactants are C(#N)C.[Cl:4][C:5]1[C:10]([S:11][CH2:12][C:13]([F:16])([F:15])[F:14])=[CH:9][C:8]([OH:17])=[C:7]([F:18])[CH:6]=1.[Br:19][CH2:20][CH2:21][CH2:22][CH2:23][CH2:24]Br.C(=O)([O-])[O-].[K+].[K+]. The catalyst is [Br-].C([N+](CCCC)(CCCC)CCCC)CCC.C(OCC)(=O)C.CCCCCC. The product is [Br:19][CH2:20][CH2:21][CH2:22][CH2:23][CH2:24][O:17][C:8]1[CH:9]=[C:10]([S:11][CH2:12][C:13]([F:14])([F:15])[F:16])[C:5]([Cl:4])=[CH:6][C:7]=1[F:18]. The yield is 0.890. (2) The reactants are [NH:1]1[CH:5]=[C:4]([C:6]2[N:11]=[CH:10][C:9]([C:12]([NH:14][CH:15]3[CH2:20][CH2:19][C:18](=[CH:21][C:22]4[CH:27]=[CH:26][CH:25]=[C:24]([O:28][C:29]5[CH:34]=[CH:33][C:32]([C:35]([F:38])([F:37])[F:36])=[CH:31][N:30]=5)[CH:23]=4)[CH2:17][CH2:16]3)=[O:13])=[CH:8][CH:7]=2)[CH:3]=[N:2]1.CI.[C:41](=O)([O-])[O-].[K+].[K+]. The catalyst is CN(C=O)C. The product is [CH3:41][N:1]1[CH:5]=[C:4]([C:6]2[N:11]=[CH:10][C:9]([C:12]([NH:14][CH:15]3[CH2:16][CH2:17][C:18](=[CH:21][C:22]4[CH:27]=[CH:26][CH:25]=[C:24]([O:28][C:29]5[CH:34]=[CH:33][C:32]([C:35]([F:37])([F:38])[F:36])=[CH:31][N:30]=5)[CH:23]=4)[CH2:19][CH2:20]3)=[O:13])=[CH:8][CH:7]=2)[CH:3]=[N:2]1. The yield is 0.110. (3) The product is [C:7]([C:9]1[C:14](=[O:15])[C:13]([CH2:16][O:17][CH3:18])=[CH:12][N:11]([C:19]2[CH:24]=[CH:23][CH:22]=[C:21]([C:25]([F:26])([F:28])[F:27])[CH:20]=2)[N:10]=1)(=[O:8])[CH3:1]. The yield is 0.830. The reactants are [CH3:1][Mg+].[Br-].CON(C)[C:7]([C:9]1[C:14](=[O:15])[C:13]([CH2:16][O:17][CH3:18])=[CH:12][N:11]([C:19]2[CH:24]=[CH:23][CH:22]=[C:21]([C:25]([F:28])([F:27])[F:26])[CH:20]=2)[N:10]=1)=[O:8]. The catalyst is C1COCC1. (4) The reactants are C(=O)([O-])[O-].Cl.[CH3:6][O:7][C:8]1[CH:9]=[C:10]([CH2:16][O:17][C:18]2[CH:19]=[C:20]([NH2:23])[NH:21][N:22]=2)[CH:11]=[C:12]([O:14][CH3:15])[CH:13]=1. The catalyst is CO.O. The product is [CH3:15][O:14][C:12]1[CH:11]=[C:10]([CH2:16][O:17][C:18]2[CH:19]=[C:20]([NH2:23])[NH:21][N:22]=2)[CH:9]=[C:8]([O:7][CH3:6])[CH:13]=1. The yield is 0.675. (5) The reactants are [CH2:1]([O:8][C:9]1[CH:14]=[CH:13][C:12]([C:15]2[N:19]([CH:20]3[CH2:24][CH2:23][CH2:22][CH2:21]3)[C:18]3[CH:25]=[CH:26][C:27]([C:29](O)=[O:30])=[CH:28][C:17]=3[N:16]=2)=[CH:11][CH:10]=1)[C:2]1[CH:7]=[CH:6][CH:5]=[CH:4][CH:3]=1.[Cl-].[NH4+].Cl.C([N:37]=C=NCCCN(C)C)C.ON1C2C=CC=CC=2N=N1. The catalyst is CN(C)C=O.O.C(N(CC)CC)C. The product is [CH2:1]([O:8][C:9]1[CH:10]=[CH:11][C:12]([C:15]2[N:19]([CH:20]3[CH2:21][CH2:22][CH2:23][CH2:24]3)[C:18]3[CH:25]=[CH:26][C:27]([C:29]([NH2:37])=[O:30])=[CH:28][C:17]=3[N:16]=2)=[CH:13][CH:14]=1)[C:2]1[CH:7]=[CH:6][CH:5]=[CH:4][CH:3]=1. The yield is 0.810. (6) The reactants are [ClH:1].[NH2:2][C:3]1[C:4]([C:8](=[N:10][OH:11])N)=[N:5][O:6][N:7]=1.N([O-])=O.[Na+]. The catalyst is O. The product is [NH2:2][C:3]1[C:4]([C:8]([Cl:1])=[N:10][OH:11])=[N:5][O:6][N:7]=1. The yield is 0.210. (7) The product is [CH3:1][O:2][C:3]1[CH:12]=[C:11]2[C:6]([CH2:7][CH2:8][C@H:9]([NH2:26])[CH2:10]2)=[CH:5][CH:4]=1. The catalyst is CO. The yield is 0.320. The reactants are [CH3:1][O:2][C:3]1[CH:12]=[C:11]2[C:6]([CH2:7][CH2:8][C@@H:9](OS(C3C=CC=C([N+]([O-])=O)C=3)(=O)=O)[CH2:10]2)=[CH:5][CH:4]=1.[NH3:26]. (8) The catalyst is C1(C)C=CC=CC=1.C1COCC1. The product is [CH2:8]([C:3]1[CH:4]=[CH:5][CH:6]=[CH:7][C:2]=1[B:13]([OH:18])[OH:14])[CH2:9][CH2:10][CH:11]=[CH2:12]. The yield is 0.160. The reactants are Br[C:2]1[CH:7]=[CH:6][CH:5]=[CH:4][C:3]=1[CH2:8][CH2:9][CH2:10][CH:11]=[CH2:12].[B:13](OC(C)C)([O:18]C(C)C)[O:14]C(C)C.N#N.C([Li])CCC. (9) The reactants are [Cl:1][C:2]([F:13])([F:12])[C:3]1[N:8]=[CH:7][C:6]([CH:9](O)[CH3:10])=[CH:5][CH:4]=1.S(Cl)([Cl:16])=O. The catalyst is C(Cl)Cl. The product is [Cl:1][C:2]([F:13])([F:12])[C:3]1[CH:4]=[CH:5][C:6]([CH:9]([Cl:16])[CH3:10])=[CH:7][N:8]=1. The yield is 0.980. (10) The reactants are [CH3:1][N:2]1[CH2:10][C:9]2[C:4](=[C:5]([N+:11]([O-])=O)[CH:6]=[CH:7][CH:8]=2)[C:3]1=[O:14]. The catalyst is C(Cl)Cl.C(O)C.[Pd]. The product is [NH2:11][C:5]1[CH:6]=[CH:7][CH:8]=[C:9]2[C:4]=1[C:3](=[O:14])[N:2]([CH3:1])[CH2:10]2. The yield is 0.730.